Dataset: Catalyst prediction with 721,799 reactions and 888 catalyst types from USPTO. Task: Predict which catalyst facilitates the given reaction. (1) Reactant: [CH3:1][N:2]1[CH:7]=[C:6](B2OC(C)(C)C(C)(C)O2)[CH:5]=[C:4]([NH:17][C:18]2[CH:30]=[C:21]3[CH2:22][N:23]([CH:26]4[CH2:29][O:28][CH2:27]4)[CH2:24][CH2:25][N:20]3[N:19]=2)[C:3]1=[O:31].Cl[C:33]1[C:38]([CH:39]=[O:40])=[C:37]([N:41]2[CH2:53][CH2:52]C3N4[C:45]([CH2:46][CH2:47][CH2:48][CH2:49]4)=[C:44]([F:54])[C:43]=3[C:42]2=[O:55])[N:36]=[CH:35][CH:34]=1.[O-]P([O-])([O-])=O.[K+].[K+].[K+].C([O-])(=O)C.[Na+].[C:69](#[N:71])C. Product: [F:54][C:44]1[C:45]2[CH2:46][CH2:47][CH2:48][CH2:49][C:69]=2[N:71]2[CH2:52][CH2:53][N:41]([C:37]3[N:36]=[CH:35][CH:34]=[C:33]([C:6]4[CH:5]=[C:4]([NH:17][C:18]5[CH:30]=[C:21]6[CH2:22][N:23]([CH:26]7[CH2:29][O:28][CH2:27]7)[CH2:24][CH2:25][N:20]6[N:19]=5)[C:3](=[O:31])[N:2]([CH3:1])[CH:7]=4)[C:38]=3[CH:39]=[O:40])[C:42](=[O:55])[C:43]=12. The catalyst class is: 263. (2) Reactant: Cl.[F:2][C:3]([F:19])([F:18])[C:4]1[CH:9]=[CH:8][C:7]([N:10]2[CH2:15][CH2:14][O:13][CH:12]([CH2:16][NH2:17])[CH2:11]2)=[CH:6][CH:5]=1.[F:20][C:21]1[CH:26]=[CH:25][C:24]([S:27]([N:30]([CH:35]([CH3:37])[CH3:36])[CH2:31][C:32](O)=[O:33])(=[O:29])=[O:28])=[CH:23][CH:22]=1.CN([P+](ON1N=NC2C=CC=CC1=2)(N(C)C)N(C)C)C.F[P-](F)(F)(F)(F)F. Product: [F:20][C:21]1[CH:22]=[CH:23][C:24]([S:27]([N:30]([CH:35]([CH3:37])[CH3:36])[CH2:31][C:32]([NH:17][CH2:16][CH:12]2[O:13][CH2:14][CH2:15][N:10]([C:7]3[CH:6]=[CH:5][C:4]([C:3]([F:2])([F:18])[F:19])=[CH:9][CH:8]=3)[CH2:11]2)=[O:33])(=[O:28])=[O:29])=[CH:25][CH:26]=1. The catalyst class is: 4. (3) Reactant: Cl[C:2]1[CH:7]=[C:6]([CH2:8][C:9]([O:11][CH2:12][CH3:13])=[O:10])[CH:5]=[CH:4][N:3]=1.C([NH:18][C:19](=[O:21])[O-:20])(C)(C)C.C(=O)([O-])[O-].[Cs+].[Cs+].[CH3:28][C:29]1(C)[C:55]2C(=C(P(C3C=CC=CC=3)C3C=CC=CC=3)C=CC=2)OC2C(P(C3C=CC=CC=3)C3C=CC=CC=3)=CC=C[C:30]1=2. Product: [C:29]([O:20][C:19]([NH:18][C:2]1[CH:7]=[C:6]([CH2:8][C:9]([O:11][CH2:12][CH3:13])=[O:10])[CH:5]=[CH:4][N:3]=1)=[O:21])([CH3:55])([CH3:30])[CH3:28]. The catalyst class is: 443.